This data is from Reaction yield outcomes from USPTO patents with 853,638 reactions. The task is: Predict the reaction yield, written as a fraction of the theoretical maximum amount of product (1.0 means a 100% yield; for example, 0.34 means a 34% yield). (1) The reactants are [CH3:1][C:2]1[CH:26]=[CH:25][C:5]2[N:6]=[C:7]([C:9]3[CH:14]=[CH:13][C:12]([C:15]4[CH:20]=[CH:19][CH:18]=[CH:17][CH:16]=4)=[C:11]([C:21]([F:24])([F:23])[F:22])[CH:10]=3)[S:8][C:4]=2[CH:3]=1.C1C(=O)N([Br:34])C(=O)C1.CC(N=NC(C#N)(C)C)(C#N)C. The product is [Br:34][CH2:1][C:2]1[CH:26]=[CH:25][C:5]2[N:6]=[C:7]([C:9]3[CH:14]=[CH:13][C:12]([C:15]4[CH:16]=[CH:17][CH:18]=[CH:19][CH:20]=4)=[C:11]([C:21]([F:22])([F:23])[F:24])[CH:10]=3)[S:8][C:4]=2[CH:3]=1. The catalyst is C(Cl)(Cl)(Cl)Cl. The yield is 0.720. (2) The reactants are C([NH:4][NH:5][C:6]([N:8]1[N:12]=[C:11]([C:13]2[CH:18]=[C:17]([F:19])[CH:16]=[CH:15][C:14]=2[F:20])[S:10][C:9]1([CH2:27][O:28][CH2:29][O:30][CH3:31])[C:21]1[CH:26]=[CH:25][CH:24]=[CH:23][CH:22]=1)=[O:7])(=O)C.CCN(C(C)C)C(C)C.O=P(Cl)(Cl)Cl.Cl[CH:47](Cl)[CH3:48]. No catalyst specified. The product is [F:20][C:14]1[CH:15]=[CH:16][C:17]([F:19])=[CH:18][C:13]=1[C:11]1[S:10][C:9]([CH2:27][O:28][CH2:29][O:30][CH3:31])([C:21]2[CH:22]=[CH:23][CH:24]=[CH:25][CH:26]=2)[N:8]([C:6]2[O:7][C:47]([CH3:48])=[N:4][N:5]=2)[N:12]=1. The yield is 0.380. (3) The reactants are [F:1][C:2]1[CH:3]=[C:4]([CH:11]=[C:12](B2OC(C)(C)C(C)(C)O2)[CH:13]=1)[CH2:5][NH:6][S:7]([CH3:10])(=[O:9])=[O:8].Br[C:24]1[CH:25]=[N:26][CH:27]=[C:28]([N+:31]([O-:33])=[O:32])[C:29]=1[NH2:30].C([O-])([O-])=O.[Na+].[Na+].CCOC(C)=O. The catalyst is O1CCOCC1.O.C1C=CC(P(C2C=CC=CC=2)[C-]2C=CC=C2)=CC=1.C1C=CC(P(C2C=CC=CC=2)[C-]2C=CC=C2)=CC=1.Cl[Pd]Cl.[Fe+2]. The product is [NH2:30][C:29]1[C:28]([N+:31]([O-:33])=[O:32])=[CH:27][N:26]=[CH:25][C:24]=1[C:12]1[CH:11]=[C:4]([CH:3]=[C:2]([F:1])[CH:13]=1)[CH2:5][NH:6][S:7]([CH3:10])(=[O:8])=[O:9]. The yield is 0.603. (4) The reactants are [I:1]Cl.[Br:3][C:4]1[N:12]=[CH:11][C:10]2[NH:9][C:8]3[N:13]=[CH:14][CH:15]=[CH:16][C:7]=3[C:6]=2[CH:5]=1.C([O-])(=O)C.[Na+].S(S([O-])=O)([O-])(=O)=O.[Na+].[Na+]. The catalyst is C(O)(=O)C. The product is [Br:3][C:4]1[N:12]=[CH:11][C:10]2[NH:9][C:8]3[N:13]=[CH:14][C:15]([I:1])=[CH:16][C:7]=3[C:6]=2[CH:5]=1. The yield is 0.830.